From a dataset of Forward reaction prediction with 1.9M reactions from USPTO patents (1976-2016). Predict the product of the given reaction. (1) Given the reactants C(OC([N:8]1[CH:17]([C:18]([OH:20])=[O:19])[CH2:16][C:15]2[C:10](=[CH:11][C:12]([O:21][CH2:22][CH2:23][CH2:24][CH2:25][CH2:26][O:27][C:28]3[CH:33]=[C:32]([C:34]4[CH:39]=[CH:38][CH:37]=[CH:36][CH:35]=4)[CH:31]=[C:30]([C:40]4[CH:45]=[CH:44][CH:43]=[CH:42][CH:41]=4)[N:29]=3)=[CH:13][CH:14]=2)[CH2:9]1)=O)(C)(C)C.C(OCCCCCOC1C=C(C2C=CC=CC=2)C=C(C2C=CC=CC=2)N=1)(=O)C.FC(F)(F)C(O)=O.C(#N)C.O, predict the reaction product. The product is: [C:34]1([C:32]2[CH:31]=[C:30]([C:40]3[CH:45]=[CH:44][CH:43]=[CH:42][CH:41]=3)[N:29]=[C:28]([O:27][CH2:26][CH2:25][CH2:24][CH2:23][CH2:22][O:21][C:12]3[CH:11]=[C:10]4[C:15]([CH2:16][CH:17]([C:18]([OH:20])=[O:19])[NH:8][CH2:9]4)=[CH:14][CH:13]=3)[CH:33]=2)[CH:39]=[CH:38][CH:37]=[CH:36][CH:35]=1. (2) Given the reactants Cl.[N:2]1[CH:7]=[CH:6][CH:5]=[C:4](C=CC(Cl)=O)[CH:3]=1.[CH3:13][C:14]1[CH:20]=[CH:19][C:18]([N+:21]([O-:23])=[O:22])=[CH:17][C:15]=1[NH2:16].C(N([CH2:29][CH3:30])CC)C.[C:31](=O)([O-])[O-:32].[K+].[K+], predict the reaction product. The product is: [CH3:13][C:14]1[CH:20]=[CH:19][C:18]([N+:21]([O-:23])=[O:22])=[CH:17][C:15]=1[NH:16][C:31](=[O:32])[CH:29]=[CH:30][C:7]1[CH:6]=[CH:5][CH:4]=[CH:3][N:2]=1. (3) Given the reactants [Cl:1][C:2]1[CH:7]=[C:6]([Cl:8])[CH:5]=[CH:4][C:3]=1[S:9]([NH:12][C@H:13]([C:16]([N:18]1[CH2:23][CH2:22][N:21](C(OCC2C=CC=CC=2)=O)[CH2:20][CH2:19]1)=[O:17])[CH2:14][OH:15])(=[O:11])=[O:10].B(Br)(Br)Br, predict the reaction product. The product is: [Cl:1][C:2]1[CH:7]=[C:6]([Cl:8])[CH:5]=[CH:4][C:3]=1[S:9]([NH:12][C@@H:13]([CH2:14][OH:15])[C:16](=[O:17])[N:18]1[CH2:23][CH2:22][NH:21][CH2:20][CH2:19]1)(=[O:10])=[O:11]. (4) Given the reactants Cl[CH2:2][C:3]1[CH:8]=[C:7]([F:9])[CH:6]=[CH:5][C:4]=1[O:10][CH3:11].[Cl:12][CH2:13][CH2:14][CH2:15][OH:16].[H-].[Na+], predict the reaction product. The product is: [Cl:12][CH2:13][CH2:14][CH2:15][O:16][CH2:2][C:3]1[CH:8]=[C:7]([F:9])[CH:6]=[CH:5][C:4]=1[O:10][CH3:11]. (5) The product is: [CH:1]1([N:4]([CH2:27][C:28]2[CH:33]=[C:32]([CH2:34][CH2:35][CH2:36][O:37][CH3:38])[CH:31]=[C:30]([O:39][CH2:40][CH2:41][O:42][CH3:43])[CH:29]=2)[C:5]([CH:7]2[C:12]([OH:19])([C:13]3[CH:14]=[CH:15][N:16]=[CH:17][CH:18]=3)[CH2:11][CH2:10][NH:9][CH2:8]2)=[O:6])[CH2:3][CH2:2]1. Given the reactants [CH:1]1([N:4]([CH2:27][C:28]2[CH:33]=[C:32]([CH2:34][CH2:35][CH2:36][O:37][CH3:38])[CH:31]=[C:30]([O:39][CH2:40][CH2:41][O:42][CH3:43])[CH:29]=2)[C:5]([C@@H:7]2[C@@:12]([OH:19])([C:13]3[CH:18]=[CH:17][N:16]=[CH:15][CH:14]=3)[CH2:11][CH2:10][N:9](C(OC(C)(C)C)=O)[CH2:8]2)=[O:6])[CH2:3][CH2:2]1.Cl, predict the reaction product. (6) Given the reactants C[O-].[Na+].Cl[C:5]1[N:10]=[N:9][C:8]([N:11]2[C:15]([C:16]3[CH:21]=[N:20][CH:19]=[CH:18][N:17]=3)=[CH:14][C:13]([C:22]([O:24]C)=[O:23])=[N:12]2)=[CH:7][CH:6]=1.[OH-].[Na+].[CH2:28]([O:30]CC)C, predict the reaction product. The product is: [CH3:28][O:30][C:5]1[N:10]=[N:9][C:8]([N:11]2[C:15]([C:16]3[CH:21]=[N:20][CH:19]=[CH:18][N:17]=3)=[CH:14][C:13]([C:22]([OH:24])=[O:23])=[N:12]2)=[CH:7][CH:6]=1. (7) Given the reactants [O:1]=[C:2]1[NH:10][C:5]2=[N:6][CH:7]=[CH:8][CH:9]=[C:4]2[C:3]21[CH2:25][C:13]1[CH:14]=[C:15]3[C:20](=[CH:21][C:12]=1[CH2:11]2)[N:19]=[C:18]([C:22]([OH:24])=O)[CH:17]=[CH:16]3.[CH2:26]1[C:34]2[C:29](=[CH:30][CH:31]=[CH:32][CH:33]=2)[CH2:28][NH:27]1.C(Cl)CCl.C1C=CC2N(O)N=NC=2C=1.C(N(CC)C(C)C)(C)C, predict the reaction product. The product is: [CH2:26]1[C:34]2[C:29](=[CH:30][CH:31]=[CH:32][CH:33]=2)[CH2:28][N:27]1[C:22]([C:18]1[CH:17]=[CH:16][C:15]2[C:20](=[CH:21][C:12]3[CH2:11][C:3]4([C:4]5[C:5](=[N:6][CH:7]=[CH:8][CH:9]=5)[NH:10][C:2]4=[O:1])[CH2:25][C:13]=3[CH:14]=2)[N:19]=1)=[O:24]. (8) Given the reactants [C:1]([Si:5]([CH3:24])([CH3:23])[O:6][CH2:7][CH2:8][N:9]1[C:13]([CH3:14])=[CH:12][C:11]([C:15]2[CH:16]=[CH:17][C:18]([CH3:22])=[C:19]([NH2:21])[CH:20]=2)=[N:10]1)([CH3:4])([CH3:3])[CH3:2].[NH2:25][NH:26][C:27]([NH2:29])=[O:28].C(Cl)(Cl)=O.NN, predict the reaction product. The product is: [NH2:25][NH:26][C:27]([NH2:29])=[O:28].[C:1]([Si:5]([CH3:24])([CH3:23])[O:6][CH2:7][CH2:8][N:9]1[C:13]([CH3:14])=[CH:12][C:11]([C:15]2[CH:16]=[CH:17][C:18]([CH3:22])=[C:19]([NH2:21])[CH:20]=2)=[N:10]1)([CH3:3])([CH3:2])[CH3:4]. (9) Given the reactants [CH:1]1([CH2:6][C@H:7]([CH2:35][N:36]([CH:45]=[O:46])[O:37]CC2C=CC=CC=2)[C:8]([N:10]2[C@H:14]([C:15]([NH:17][C:18]3[C:23]([CH3:24])=[CH:22][CH:21]=[CH:20][N:19]=3)=[O:16])[CH2:13][CH2:12][N:11]2C(OCC2C=CC=CC=2)=O)=[O:9])[CH2:5][CH2:4][CH2:3][CH2:2]1, predict the reaction product. The product is: [CH:1]1([CH2:6][C@H:7]([CH2:35][N:36]([CH:45]=[O:46])[OH:37])[C:8]([N:10]2[C@H:14]([C:15]([NH:17][C:18]3[C:23]([CH3:24])=[CH:22][CH:21]=[CH:20][N:19]=3)=[O:16])[CH2:13][CH2:12][NH:11]2)=[O:9])[CH2:2][CH2:3][CH2:4][CH2:5]1.